The task is: Predict which catalyst facilitates the given reaction.. This data is from Catalyst prediction with 721,799 reactions and 888 catalyst types from USPTO. Reactant: [C:1]1([C:7]2([CH2:12][N:13]3C(=O)C4C(=CC=CC=4)C3=O)[O:11][CH2:10][CH2:9][O:8]2)[CH:6]=[CH:5][CH:4]=[CH:3][CH:2]=1.NN. Product: [C:1]1([C:7]2([CH2:12][NH2:13])[O:11][CH2:10][CH2:9][O:8]2)[CH:2]=[CH:3][CH:4]=[CH:5][CH:6]=1. The catalyst class is: 14.